From a dataset of Full USPTO retrosynthesis dataset with 1.9M reactions from patents (1976-2016). Predict the reactants needed to synthesize the given product. Given the product [ClH:27].[NH:8]1[CH2:12][CH2:11][C:10]([C:13]2[CH:18]=[CH:17][C:16]([N:19]([CH3:26])[C:20](=[O:25])[C:21]([F:23])([F:24])[F:22])=[CH:15][CH:14]=2)=[N:9]1, predict the reactants needed to synthesize it. The reactants are: C(OC([N:8]1[CH2:12][CH2:11][C:10]([C:13]2[CH:18]=[CH:17][C:16]([N:19]([CH3:26])[C:20](=[O:25])[C:21]([F:24])([F:23])[F:22])=[CH:15][CH:14]=2)=[N:9]1)=O)(C)(C)C.[ClH:27].